This data is from Forward reaction prediction with 1.9M reactions from USPTO patents (1976-2016). The task is: Predict the product of the given reaction. The product is: [ClH:36].[ClH:36].[ClH:36].[CH2:1]1[C:9]2[C:4](=[CH:5][C:6]([N:10]([CH:11]3[CH2:12][CH2:13][N:14]([CH2:17][C:18]4[CH:23]=[CH:22][N:21]=[C:20]([C:24]5[CH:29]=[C:28]([O:30][CH3:31])[C:27]([O:32][CH3:33])=[C:26]([O:34][CH3:35])[CH:25]=5)[CH:19]=4)[CH2:15][CH2:16]3)[CH2:37][C:38]3[C:39]([C:44]4[CH:49]=[C:48]([O:50][CH3:51])[C:47]([O:52][CH3:53])=[C:46]([O:54][CH3:55])[CH:45]=4)=[N:40][CH:41]=[CH:42][CH:43]=3)=[CH:7][CH:8]=2)[CH2:3][CH2:2]1. Given the reactants [CH2:1]1[C:9]2[C:4](=[CH:5][C:6]([NH:10][CH:11]3[CH2:16][CH2:15][N:14]([CH2:17][C:18]4[CH:23]=[CH:22][N:21]=[C:20]([C:24]5[CH:29]=[C:28]([O:30][CH3:31])[C:27]([O:32][CH3:33])=[C:26]([O:34][CH3:35])[CH:25]=5)[CH:19]=4)[CH2:13][CH2:12]3)=[CH:7][CH:8]=2)[CH2:3][CH2:2]1.[Cl:36][CH2:37][C:38]1[C:39]([C:44]2[CH:49]=[C:48]([O:50][CH3:51])[C:47]([O:52][CH3:53])=[C:46]([O:54][CH3:55])[CH:45]=2)=[N:40][CH:41]=[CH:42][CH:43]=1, predict the reaction product.